From a dataset of Full USPTO retrosynthesis dataset with 1.9M reactions from patents (1976-2016). Predict the reactants needed to synthesize the given product. (1) Given the product [CH3:23][O:24][C:25]1[N:30]=[CH:29][C:28]([C:2]2[CH:3]=[C:4]([CH:19]=[CH:20][C:21]=2[CH3:22])[C:5]([NH:7][C:8]2[CH:13]=[CH:12][C:11]([O:14][C:15]([F:18])([F:17])[F:16])=[CH:10][CH:9]=2)=[O:6])=[CH:27][N:26]=1, predict the reactants needed to synthesize it. The reactants are: I[C:2]1[CH:3]=[C:4]([CH:19]=[CH:20][C:21]=1[CH3:22])[C:5]([NH:7][C:8]1[CH:13]=[CH:12][C:11]([O:14][C:15]([F:18])([F:17])[F:16])=[CH:10][CH:9]=1)=[O:6].[CH3:23][O:24][C:25]1[N:30]=[CH:29][C:28](B(O)O)=[CH:27][N:26]=1.C([O-])([O-])=O.[Na+].[Na+].O. (2) The reactants are: [Cl:1][CH2:2][CH2:3][NH:4][C:5](=O)[C:6]([F:9])([F:8])[F:7].B.C1COCC1. Given the product [Cl:1][CH2:2][CH2:3][NH:4][CH2:5][C:6]([F:9])([F:8])[F:7], predict the reactants needed to synthesize it. (3) Given the product [CH:1]1([N:6]2[CH2:12][C:11]([F:13])([F:14])[C:10](=[O:15])[N:9]([CH3:16])[C:8]3[CH:17]=[N:18][C:19]([NH:21][C:22]4[CH:30]=[CH:29][C:25]([C:26]([NH:34][CH2:38][CH2:75][CH2:73][N:70]([CH3:67])[CH3:71])=[O:27])=[CH:24][C:23]=4[CH2:31][CH3:32])=[N:20][C:7]2=3)[CH2:5][CH2:4][CH2:3][CH2:2]1, predict the reactants needed to synthesize it. The reactants are: [CH:1]1([N:6]2[CH2:12][C:11]([F:14])([F:13])[C:10](=[O:15])[N:9]([CH3:16])[C:8]3[CH:17]=[N:18][C:19]([NH:21][C:22]4[CH:30]=[CH:29][C:25]([C:26](O)=[O:27])=[CH:24][C:23]=4[CH2:31][CH3:32])=[N:20][C:7]2=3)[CH2:5][CH2:4][CH2:3][CH2:2]1.O[N:34]1[C:38]2C=CC=CC=2N=N1.F[P-](F)(F)(F)(F)F.CN(C(N(C)C)=[N+]1C2C=CC=CC=2[N+]([O-])=N1)C.[CH:67]([N:70]([CH:73]([CH3:75])C)[CH2:71]C)(C)C.CN(C)CCN. (4) The reactants are: C([BH3-])#N.[Na+].[NH2:5][C:6]1[CH:7]=[C:8]([CH:11]=[CH:12][C:13]=1[OH:14])[C:9]#[N:10].O=[C:16]1[CH2:21][CH2:20][N:19]([C:22]([O:24][C:25]([CH3:28])([CH3:27])[CH3:26])=[O:23])[CH2:18][CH2:17]1.C(O)(=O)C. Given the product [C:9]([C:8]1[CH:11]=[CH:12][C:13]([OH:14])=[C:6]([NH:5][CH:16]2[CH2:21][CH2:20][N:19]([C:22]([O:24][C:25]([CH3:28])([CH3:27])[CH3:26])=[O:23])[CH2:18][CH2:17]2)[CH:7]=1)#[N:10], predict the reactants needed to synthesize it. (5) Given the product [CH3:16][C:13]1([CH3:17])[O:12][CH2:11][C:10]([CH2:9][OH:1])([CH2:18][N:19]2[CH:23]=[CH:22][N:21]=[C:20]2[N+:24]([O-:26])=[O:25])[CH2:15][O:14]1, predict the reactants needed to synthesize it. The reactants are: [O:1]([CH2:9][C:10]1([CH2:18][N:19]2[CH:23]=[CH:22][N:21]=[C:20]2[N+:24]([O-:26])=[O:25])[CH2:15][O:14][C:13]([CH3:17])([CH3:16])[O:12][CH2:11]1)[Si](C(C)(C)C)(C)C.[F-].C([N+](CCCC)(CCCC)CCCC)CCC. (6) Given the product [F:23][C:20]([F:21])([F:22])[C:11]1[CH:12]=[C:13]([C:16]([F:17])([F:18])[F:19])[CH:14]=[CH:15][C:10]=1[CH2:9][O:8][C:7]1[CH:6]=[CH:5][C:4](/[CH:24]=[C:25]2/[C:26]([NH:31][CH3:32])=[N:27][C:28](=[O:30])[S:29]/2)=[CH:3][C:2]=1[NH:1][CH3:35], predict the reactants needed to synthesize it. The reactants are: [NH2:1][C:2]1[CH:3]=[C:4](/[CH:24]=[C:25]2/[C:26]([NH:31][CH3:32])=[N:27][C:28](=[O:30])[S:29]/2)[CH:5]=[CH:6][C:7]=1[O:8][CH2:9][C:10]1[CH:15]=[CH:14][C:13]([C:16]([F:19])([F:18])[F:17])=[CH:12][C:11]=1[C:20]([F:23])([F:22])[F:21].C=O.[C:35]([BH3-])#N.[Na+].